This data is from Reaction yield outcomes from USPTO patents with 853,638 reactions. The task is: Predict the reaction yield, written as a fraction of the theoretical maximum amount of product (1.0 means a 100% yield; for example, 0.34 means a 34% yield). (1) The reactants are [Cl:1][C:2]1[CH:8]=[CH:7][C:6]([O:9][CH3:10])=[CH:5][C:3]=1[NH2:4].Cl.[C:12]1(Cl)[C:18](=O)C(Cl)=C(Cl)[C:14](=O)[C:13]=1Cl.C(=O)/C=C/C. The catalyst is C(O)CCC.O1CCCC1. The product is [ClH:1].[Cl:1][C:2]1[CH:8]=[CH:7][C:6]([O:9][CH3:10])=[C:5]2[C:3]=1[N:4]=[C:13]([CH3:14])[CH:12]=[CH:18]2. The yield is 0.740. (2) The reactants are Br[C:2]1[N:10]([CH2:11][C:12]2[CH:17]=[CH:16][C:15]([Cl:18])=[CH:14][CH:13]=2)[C:9]2[C:8](=[O:19])[N:7]([CH2:20][CH2:21][CH:22]([OH:24])[CH3:23])[C:6](=[O:25])[N:5]([CH3:26])[C:4]=2[N:3]=1.[CH2:27]([SH:30])[CH2:28][CH3:29].C(=O)([O-])[O-].[K+].[K+]. The catalyst is CN(C=O)C. The product is [Cl:18][C:15]1[CH:16]=[CH:17][C:12]([CH2:11][N:10]2[C:9]3[C:8](=[O:19])[N:7]([CH2:20][CH2:21][CH:22]([OH:24])[CH3:23])[C:6](=[O:25])[N:5]([CH3:26])[C:4]=3[N:3]=[C:2]2[S:30][CH2:27][CH2:28][CH3:29])=[CH:13][CH:14]=1. The yield is 0.809. (3) The reactants are Cl[C:2]1[S:6][N:5]=[C:4]([CH3:7])[N:3]=1.CN1[CH:13]=[CH:12][C:11]([NH2:14])=[N:10]1.[CH3:15][C:16]1(C)C2C(=C(P(C3C=CC=CC=3)C3C=CC=CC=3)C=CC=2)OC2C(P(C3C=CC=CC=3)C3C=CC=CC=3)=CC=CC1=2.C([O-])([O-])=O.[Cs+].[Cs+]. The catalyst is O1CCOCC1.C1C=CC(/C=C/C(/C=C/C2C=CC=CC=2)=O)=CC=1.C1C=CC(/C=C/C(/C=C/C2C=CC=CC=2)=O)=CC=1.C1C=CC(/C=C/C(/C=C/C2C=CC=CC=2)=O)=CC=1.[Pd].[Pd].O. The product is [CH3:7][C:4]1[N:3]=[C:2]([NH:14][C:11]2[CH:12]=[CH:13][CH:16]=[CH:15][N:10]=2)[S:6][N:5]=1. The yield is 0.300. (4) The reactants are [I:1][C:2]1[N:3]=[CH:4][NH:5][CH:6]=1.C([O-])([O-])=O.[Cs+].[Cs+].[CH3:13][C:14]1([CH3:17])[CH2:16][O:15]1. No catalyst specified. The product is [I:1][C:2]1[N:3]=[CH:4][N:5]([CH2:13][C:14]([CH3:17])([OH:15])[CH3:16])[CH:6]=1. The yield is 0.710. (5) The reactants are [F:1][C:2]([F:29])([O:6][C:7]1[CH:8]=[C:9]([CH2:13][N:14]([CH2:22][C@@H:23]([OH:28])[C:24]([F:27])([F:26])[F:25])[C:15]2[CH:16]=[C:17]([OH:21])[CH:18]=[CH:19][CH:20]=2)[CH:10]=[CH:11][CH:12]=1)[CH:3]([F:5])[F:4].[F:30][C:31]([F:41])([F:40])[C:32]1[CH:33]=[C:34]([CH:37]=[CH:38][CH:39]=1)[CH2:35]Br.C(=O)([O-])[O-].[Cs+].[Cs+]. The product is [F:1][C:2]([F:29])([O:6][C:7]1[CH:8]=[C:9]([CH2:13][N:14]([C:15]2[CH:20]=[CH:19][CH:18]=[C:17]([O:21][CH2:35][C:34]3[CH:37]=[CH:38][CH:39]=[C:32]([C:31]([F:30])([F:40])[F:41])[CH:33]=3)[CH:16]=2)[CH2:22][C@@H:23]([OH:28])[C:24]([F:26])([F:27])[F:25])[CH:10]=[CH:11][CH:12]=1)[CH:3]([F:5])[F:4]. The yield is 0.450. The catalyst is CC(C)=O. (6) The reactants are [F:1][C:2]([F:12])([F:11])[C:3]1[CH:4]=[C:5]([CH:8]=[CH:9][CH:10]=1)[CH2:6][NH2:7].Cl[CH2:14][C:15]1[CH:24]=[CH:23][C:22]([OH:25])=[C:21]2[C:16]=1[CH:17]=[CH:18][CH:19]=[N:20]2.C([O-])([O-])=O.[K+].[K+]. The catalyst is CC#N. The product is [F:1][C:2]([F:11])([F:12])[C:3]1[CH:4]=[C:5]([CH:8]=[CH:9][CH:10]=1)[CH2:6][NH:7][CH2:14][C:15]1[CH:24]=[CH:23][C:22]([OH:25])=[C:21]2[C:16]=1[CH:17]=[CH:18][CH:19]=[N:20]2. The yield is 0.280. (7) The reactants are [Cl:1][C:2]1[C:7]([CH:8]2[CH2:10][CH2:9]2)=[CH:6][C:5]([NH:11][CH2:12][C:13]([O:15]CC)=[O:14])=[C:4]([OH:18])[CH:3]=1.O1CCCC1.O[Li].O.Cl. The catalyst is O. The product is [Cl:1][C:2]1[C:7]([CH:8]2[CH2:10][CH2:9]2)=[CH:6][C:5]([NH:11][CH2:12][C:13]([OH:15])=[O:14])=[C:4]([OH:18])[CH:3]=1. The yield is 0.470. (8) The reactants are Cl[C:2]1[C:7]([C:8](=O)[CH3:9])=[CH:6][CH:5]=[CH:4][N:3]=1.O.[NH2:12][NH2:13]. The catalyst is C(O)CCC. The product is [CH3:9][C:8]1[C:7]2[C:2](=[N:3][CH:4]=[CH:5][CH:6]=2)[NH:13][N:12]=1. The yield is 0.720. (9) The reactants are [CH:1]1([NH:4][CH2:5][C@H:6]2[C@@H:10]([F:11])[CH2:9][NH:8][CH2:7]2)[CH2:3][CH2:2]1.[ClH:12].CO.C(OCC)(=O)C. The catalyst is CO. The product is [ClH:12].[ClH:12].[CH:1]1([NH:4][CH2:5][C@H:6]2[C@@H:10]([F:11])[CH2:9][NH:8][CH2:7]2)[CH2:3][CH2:2]1. The yield is 0.720.